From a dataset of Forward reaction prediction with 1.9M reactions from USPTO patents (1976-2016). Predict the product of the given reaction. (1) Given the reactants Cl[C:2]1[N:7]=[C:6]([Cl:8])[N:5]=[CH:4][N:3]=1.[CH2:9]([N:11]1[CH:15]=[C:14]([NH2:16])[C:13]([CH3:17])=[N:12]1)[CH3:10].C(N(CC)C(C)C)(C)C, predict the reaction product. The product is: [Cl:8][C:6]1[N:5]=[CH:4][N:3]=[C:2]([NH:16][C:14]2[C:13]([CH3:17])=[N:12][N:11]([CH2:9][CH3:10])[CH:15]=2)[N:7]=1. (2) Given the reactants [Cl:1][C:2]1[CH:10]=[CH:9][CH:8]=[C:7]([Cl:11])[C:3]=1[C:4]([OH:6])=[O:5].[F-].[K+].[CH3:14][N:15]1[C:23]2[C:18](=[CH:19][CH:20]=[CH:21][CH:22]=2)[C:17]([CH3:24])=[C:16]1[C:25]([NH:27][C@H:28]([C:32]([NH:34][CH:35]([C:44](=[O:47])[CH2:45]Br)[CH2:36][C:37]([O:39][C:40]([CH3:43])([CH3:42])[CH3:41])=[O:38])=[O:33])[CH:29]([CH3:31])[CH3:30])=[O:26], predict the reaction product. The product is: [C:40]([O:39][C:37](=[O:38])[CH2:36][CH:35]([NH:34][C:32](=[O:33])[C@H:28]([CH:29]([CH3:30])[CH3:31])[NH:27][C:25]([C:16]1[N:15]([CH3:14])[C:23]2[C:18]([C:17]=1[CH3:24])=[CH:19][CH:20]=[CH:21][CH:22]=2)=[O:26])[C:44](=[O:47])[CH2:45][O:5][C:4](=[O:6])[C:3]1[C:2]([Cl:1])=[CH:10][CH:9]=[CH:8][C:7]=1[Cl:11])([CH3:42])([CH3:41])[CH3:43]. (3) Given the reactants [C:1]([OH:13])(=[O:12])[CH2:2][CH2:3][CH2:4][CH2:5][CH2:6][CH2:7][CH2:8][C:9]([OH:11])=[O:10].[CH2:14]([NH:16][CH2:17][CH3:18])[CH3:15], predict the reaction product. The product is: [C:1]([OH:13])(=[O:12])[CH2:2][CH2:3][CH2:4][CH2:5][CH2:6][CH2:7][CH2:8][C:9]([OH:11])=[O:10].[CH2:14]([NH:16][CH2:17][CH3:18])[CH3:15]. (4) The product is: [OH:8][C:9]1[C:14]([O:15][CH3:16])=[CH:13][C:12]([C:17]2[CH:22]=[CH:21][C:20]([N:23]([CH3:55])[CH2:24][CH2:25][CH2:26][N:27]([C:29]3[CH:30]=[CH:31][C:32]([C:35]4[CH:40]=[C:39]([O:41][CH3:42])[C:38]([OH:43])=[C:37]([O:53][CH3:54])[CH:36]=4)=[N:33][CH:34]=3)[CH3:28])=[CH:19][N:18]=2)=[CH:11][C:10]=1[O:56][CH3:57]. Given the reactants COC1C=CC(C[O:8][C:9]2[C:14]([O:15][CH3:16])=[CH:13][C:12]([C:17]3[CH:22]=[CH:21][C:20]([N:23]([CH3:55])[CH2:24][CH2:25][CH2:26][N:27]([C:29]4[CH:30]=[CH:31][C:32]([C:35]5[CH:40]=[C:39]([O:41][CH3:42])[C:38]([O:43]CC6C=CC(OC)=CC=6)=[C:37]([O:53][CH3:54])[CH:36]=5)=[N:33][CH:34]=4)[CH3:28])=[CH:19][N:18]=3)=[CH:11][C:10]=2[O:56][CH3:57])=CC=1.FC(F)(F)C(O)=O, predict the reaction product. (5) Given the reactants [C:1]([C:5]1[CH:9]=[C:8]([NH:10][C:11]([NH:13][C:14]2[C:23]3[C:18](=[CH:19][CH:20]=[CH:21][CH:22]=3)[CH:17]=[CH:16][CH:15]=2)=[O:12])[N:7]([C:24]2[CH:25]=[C:26]([CH2:30][C:31](O)=[O:32])[CH:27]=[CH:28][CH:29]=2)[N:6]=1)([CH3:4])([CH3:3])[CH3:2].[NH2:34][CH2:35][CH2:36][OH:37].CCN(CC)CC, predict the reaction product. The product is: [C:1]([C:5]1[CH:9]=[C:8]([NH:10][C:11]([NH:13][C:14]2[C:23]3[C:18](=[CH:19][CH:20]=[CH:21][CH:22]=3)[CH:17]=[CH:16][CH:15]=2)=[O:12])[N:7]([C:24]2[CH:25]=[C:26]([CH2:30][C:31]([NH:34][CH2:35][CH2:36][OH:37])=[O:32])[CH:27]=[CH:28][CH:29]=2)[N:6]=1)([CH3:3])([CH3:2])[CH3:4]. (6) Given the reactants C([O:5][C:6]([C:8]1[CH:9]=[C:10]2[C:14](=[CH:15][CH:16]=1)[N:13]([CH2:17][C:18](=[O:35])[CH2:19][O:20][C:21]1[CH:26]=[CH:25][C:24]([CH2:27][CH2:28][CH2:29][CH2:30][CH2:31][CH2:32][CH2:33][CH3:34])=[CH:23][CH:22]=1)[CH:12]=[CH:11]2)=[O:7])(C)(C)C.FC(F)(F)C(O)=O, predict the reaction product. The product is: [CH2:27]([C:24]1[CH:23]=[CH:22][C:21]([O:20][CH2:19][C:18](=[O:35])[CH2:17][N:13]2[C:14]3[C:10](=[CH:9][C:8]([C:6]([OH:7])=[O:5])=[CH:16][CH:15]=3)[CH:11]=[CH:12]2)=[CH:26][CH:25]=1)[CH2:28][CH2:29][CH2:30][CH2:31][CH2:32][CH2:33][CH3:34]. (7) Given the reactants [CH2:1]([O:4][NH:5][CH:6]1[CH2:11][NH:10][C@@H:9]([C:12]([NH2:14])=[O:13])[C:8]([CH:15]2[CH2:17][CH2:16]2)=[CH:7]1)[CH:2]=[CH2:3].[CH2:18]([O:21]N1C(=O)N2C[C@H]1C(C)=C[C@H]2C(N)=O)C=C, predict the reaction product. The product is: [CH2:1]([O:4][N:5]1[C:18](=[O:21])[N:10]2[CH2:11][C@H:6]1[CH:7]=[C:8]([CH:15]1[CH2:16][CH2:17]1)[C@H:9]2[C:12]([NH2:14])=[O:13])[CH:2]=[CH2:3].